This data is from Full USPTO retrosynthesis dataset with 1.9M reactions from patents (1976-2016). The task is: Predict the reactants needed to synthesize the given product. (1) Given the product [CH2:1]([O:8][C:9]1[CH:14]=[N:13][C:12]([C:15]2[CH:16]=[C:17]([CH:18]([C:19]3[C:24](=[O:25])[CH:23]=[CH:22][N:21]([C:26]4[CH:27]=[N:28][N:29]([CH3:31])[CH:30]=4)[N:20]=3)[CH3:35])[CH:32]=[CH:33][CH:34]=2)=[N:11][CH:10]=1)[C:2]1[CH:3]=[CH:4][CH:5]=[CH:6][CH:7]=1, predict the reactants needed to synthesize it. The reactants are: [CH2:1]([O:8][C:9]1[CH:10]=[N:11][C:12]([C:15]2[CH:16]=[C:17]([CH:32]=[CH:33][CH:34]=2)[CH2:18][C:19]2[C:24](=[O:25])[CH:23]=[CH:22][N:21]([C:26]3[CH:27]=[N:28][N:29]([CH3:31])[CH:30]=3)[N:20]=2)=[N:13][CH:14]=1)[C:2]1[CH:7]=[CH:6][CH:5]=[CH:4][CH:3]=1.[CH2:35](OC1C=NC(C2C=C(C(C3C(=O)C=CN(C4C=NN(C)C=4)N=3)C)C=CC=2)=NC=1)C. (2) Given the product [CH2:31]([NH:30][C:28]1[N:16]([CH2:15][C:12]2[CH:13]=[CH:14][C:9]([C:4]3[CH:5]=[CH:6][CH:7]=[CH:8][C:3]=3[C:1]#[N:2])=[CH:10][CH:11]=2)[C:17]2[C:18]([C:19]([O:21][CH3:22])=[O:20])=[CH:23][CH:24]=[CH:25][C:26]=2[N:27]=1)[CH3:32], predict the reactants needed to synthesize it. The reactants are: [C:1]([C:3]1[CH:8]=[CH:7][CH:6]=[CH:5][C:4]=1[C:9]1[CH:14]=[CH:13][C:12]([CH2:15][NH:16][C:17]2[C:26]([NH:27][C:28]([NH:30][CH2:31][CH3:32])=S)=[CH:25][CH:24]=[CH:23][C:18]=2[C:19]([O:21][CH3:22])=[O:20])=[CH:11][CH:10]=1)#[N:2].C([O-])(=O)C1C=CC=CC=1. (3) The reactants are: [CH:1]1([S:4]([NH:7][C:8]([C@@:10]23[CH2:25][C@H:24]2[CH:23]=[CH:22][CH2:21][CH2:20][CH2:19][CH2:18][CH2:17][C@H:16]([NH:26]C(=O)OC(C)(C)C)[C:15](=[O:34])[N:14]2[CH2:35][C@H:36]([O:38][C:39]4[C:48]5[C:43](=[C:44]([CH3:51])[C:45]([O:49][CH3:50])=[CH:46][CH:47]=5)[N:42]=[C:41]([C:52]5[S:53][CH:54]=[C:55]([CH:57]6[CH2:59][CH2:58]6)[N:56]=5)[CH:40]=4)[CH2:37][C@H:13]2[C:12](=[O:60])[NH:11]3)=[O:9])(=[O:6])=[O:5])[CH2:3][CH2:2]1.Cl.O1CCOCC1. Given the product [NH2:26][C@@H:16]1[C:15](=[O:34])[N:14]2[CH2:35][C@H:36]([O:38][C:39]3[C:48]4[C:43](=[C:44]([CH3:51])[C:45]([O:49][CH3:50])=[CH:46][CH:47]=4)[N:42]=[C:41]([C:52]4[S:53][CH:54]=[C:55]([CH:57]5[CH2:58][CH2:59]5)[N:56]=4)[CH:40]=3)[CH2:37][C@H:13]2[C:12](=[O:60])[NH:11][C@:10]2([C:8]([NH:7][S:4]([CH:1]3[CH2:3][CH2:2]3)(=[O:5])=[O:6])=[O:9])[CH2:25][C@H:24]2[CH:23]=[CH:22][CH2:21][CH2:20][CH2:19][CH2:18][CH2:17]1, predict the reactants needed to synthesize it. (4) Given the product [CH:11]([NH:1][C:2]1[CH:7]=[CH:6][CH:5]=[CH:4][CH:3]=1)([CH3:13])[CH3:12], predict the reactants needed to synthesize it. The reactants are: [NH2:1][C:2]1[CH:7]=[CH:6][CH:5]=[CH:4][CH:3]=1.[OH-].[Cs+].I[CH:11]([CH3:13])[CH3:12]. (5) Given the product [C:1]([O:5][C:6](=[O:54])[N:7]([CH2:17][C@@H:18]([OH:53])[C@@H:19]([NH:29][C:30](=[O:52])[C:31]1[CH:32]=[C:33]([CH:49]([OH:51])[CH3:50])[CH:34]=[C:35]([C:37](=[O:48])[NH:38][CH:39]([C:41]2[CH:42]=[CH:43][C:44]([F:47])=[CH:45][CH:46]=2)[CH3:40])[CH:36]=1)[CH2:20][C:21]1[CH:26]=[C:25]([F:27])[CH:24]=[C:23]([F:28])[CH:22]=1)[CH2:8][C:9]1[CH:14]=[CH:13][CH:12]=[C:11]([O:15][CH3:16])[CH:10]=1)([CH3:3])([CH3:4])[CH3:2], predict the reactants needed to synthesize it. The reactants are: [C:1]([O:5][C:6](=[O:54])[N:7]([CH2:17][C@@H:18]([OH:53])[C@@H:19]([NH:29][C:30](=[O:52])[C:31]1[CH:36]=[C:35]([C:37](=[O:48])[NH:38][CH:39]([C:41]2[CH:46]=[CH:45][C:44]([F:47])=[CH:43][CH:42]=2)[CH3:40])[CH:34]=[C:33]([C:49](=[O:51])[CH3:50])[CH:32]=1)[CH2:20][C:21]1[CH:26]=[C:25]([F:27])[CH:24]=[C:23]([F:28])[CH:22]=1)[CH2:8][C:9]1[CH:14]=[CH:13][CH:12]=[C:11]([O:15][CH3:16])[CH:10]=1)([CH3:4])([CH3:3])[CH3:2].[BH4-].[Na+].